Task: Predict the reaction yield, written as a fraction of the theoretical maximum amount of product (1.0 means a 100% yield; for example, 0.34 means a 34% yield).. Dataset: Reaction yield outcomes from USPTO patents with 853,638 reactions (1) The reactants are [Cl:1][C:2]1[CH:29]=[CH:28][CH:27]=[CH:26][C:3]=1[C:4]([NH:6][C@H:7]1[C:15]2[C:10](=[CH:11][CH:12]=[C:13]([C:16]([N:18]([CH3:25])[CH:19]3[CH2:24][CH2:23][NH:22][CH2:21][CH2:20]3)=[O:17])[CH:14]=2)[CH2:9][CH2:8]1)=[O:5].Cl[C:31]1[CH:36]=[CH:35][N:34]=[C:33]([NH2:37])[N:32]=1.CCN(C(C)C)C(C)C. The catalyst is O1CCOCC1. The product is [NH2:37][C:33]1[N:34]=[C:35]([N:22]2[CH2:21][CH2:20][CH:19]([N:18]([CH3:25])[C:16]([C:13]3[CH:14]=[C:15]4[C:10](=[CH:11][CH:12]=3)[CH2:9][CH2:8][C@H:7]4[NH:6][C:4](=[O:5])[C:3]3[CH:26]=[CH:27][CH:28]=[CH:29][C:2]=3[Cl:1])=[O:17])[CH2:24][CH2:23]2)[CH:36]=[CH:31][N:32]=1. The yield is 0.450. (2) The reactants are [CH3:1][CH:2]1[NH:7][CH2:6][CH2:5][N:4]([C:8]([O:10][C:11]([CH3:14])([CH3:13])[CH3:12])=[O:9])[CH2:3]1.C([O-])([O-])=O.[K+].[K+].[CH2:21](Br)[C:22]1[CH:27]=[CH:26][CH:25]=[CH:24][CH:23]=1.C([O-])(O)=O.[Na+]. The catalyst is CN(C)C=O. The product is [CH2:21]([N:7]1[CH2:6][CH2:5][N:4]([C:8]([O:10][C:11]([CH3:13])([CH3:12])[CH3:14])=[O:9])[CH2:3][CH:2]1[CH3:1])[C:22]1[CH:27]=[CH:26][CH:25]=[CH:24][CH:23]=1. The yield is 0.634. (3) The reactants are [Br:1][C:2]1[CH:3]=[CH:4][C:5]([O:20]C)=[C:6]([S:8]([NH:11][C:12]2[CH:17]=[C:16]([Cl:18])[CH:15]=[C:14]([Cl:19])[CH:13]=2)(=[O:10])=[O:9])[CH:7]=1.[I-].[Li+].N1C(C)=CC(C)=CC=1C.Cl. No catalyst specified. The product is [Br:1][C:2]1[CH:3]=[CH:4][C:5]([OH:20])=[C:6]([S:8]([NH:11][C:12]2[CH:17]=[C:16]([Cl:18])[CH:15]=[C:14]([Cl:19])[CH:13]=2)(=[O:10])=[O:9])[CH:7]=1. The yield is 0.453. (4) The catalyst is C(Cl)Cl. The product is [Si:5]([O:6][C@@H:7]([CH3:36])[C@@H:8]([NH:23][C:24]1[CH:29]=[CH:28][C:27]([C:30]#[N:31])=[C:26]([C:32]([F:33])([F:35])[F:34])[CH:25]=1)[C:9]1[O:10][C:13]([C:14]2[CH:15]=[CH:16][C:17]([C:20]#[N:21])=[CH:18][CH:19]=2)=[N:12][N:11]=1)([C:1]([CH3:4])([CH3:3])[CH3:2])([CH3:38])[CH3:37]. The yield is 0.890. The reactants are [C:1]([Si:5]([CH3:38])([CH3:37])[O:6][C@@H:7]([CH3:36])[C@@H:8]([NH:23][C:24]1[CH:29]=[CH:28][C:27]([C:30]#[N:31])=[C:26]([C:32]([F:35])([F:34])[F:33])[CH:25]=1)[C:9]([NH:11][NH:12][C:13](=O)[C:14]1[CH:19]=[CH:18][C:17]([C:20]#[N:21])=[CH:16][CH:15]=1)=[O:10])([CH3:4])([CH3:3])[CH3:2].C1C=CC(P(C2C=CC=CC=2)C2C=CC=CC=2)=CC=1.II.CCN(CC)CC. (5) The reactants are [Cl:1][C:2]1[S:6][C:5]([B:7]([OH:9])[OH:8])=[CH:4][CH:3]=1.[CH3:10][C:11]([CH2:15]O)([CH2:13]O)[CH3:12]. No catalyst specified. The product is [Cl:1][C:2]1[S:6][C:5]([B:7]2[O:9][CH2:12][C:11]([CH3:15])([CH3:13])[CH2:10][O:8]2)=[CH:4][CH:3]=1. The yield is 0.540. (6) The reactants are [Cl:1][C:2]1[CH:7]=[CH:6][C:5]([C:8]([F:13])([F:12])[C:9]([OH:11])=O)=[C:4]([CH3:14])[CH:3]=1.P(Cl)(Cl)(Cl)=O.Cl.[NH2:21][CH2:22][C:23]1[CH:24]=[C:25]2[C:29](=[CH:30][CH:31]=1)[C:28](=[O:32])[N:27]([CH:33]1[CH2:38][CH2:37][C:36](=[O:39])[NH:35][C:34]1=[O:40])[CH2:26]2.C(=O)(O)[O-].[Na+]. The catalyst is N1C=CC=CC=1. The product is [Cl:1][C:2]1[CH:7]=[CH:6][C:5]([C:8]([F:13])([F:12])[C:9]([NH:21][CH2:22][C:23]2[CH:24]=[C:25]3[C:29](=[CH:30][CH:31]=2)[C:28](=[O:32])[N:27]([CH:33]2[CH2:38][CH2:37][C:36](=[O:39])[NH:35][C:34]2=[O:40])[CH2:26]3)=[O:11])=[C:4]([CH3:14])[CH:3]=1. The yield is 0.195. (7) The reactants are Br[C:2]1[CH:7]=[C:6]([F:8])[C:5]([O:9][CH2:10][C:11]2[CH:16]=[CH:15][C:14]([C:17]([F:20])([F:19])[F:18])=[C:13]([Cl:21])[CH:12]=2)=[CH:4][C:3]=1[F:22].F[B-](F)(F)F.C([PH+](C(C)(C)C)C(C)(C)C)(C)(C)C.[CH3:41][S:42]([NH2:45])(=[O:44])=[O:43].S([O-])(O)(=O)=O.[K+].[O:52]1CCOC[CH2:53]1. The catalyst is C(Cl)Cl.[C-]#[O+].[C-]#[O+].[C-]#[O+].[C-]#[O+].[C-]#[O+].[C-]#[O+].[Mo]. The product is [Cl:21][C:13]1[CH:12]=[C:11]([CH:16]=[CH:15][C:14]=1[C:17]([F:20])([F:19])[F:18])[CH2:10][O:9][C:5]1[C:6]([F:8])=[CH:7][C:2]([C:53]([NH:45][S:42]([CH3:41])(=[O:44])=[O:43])=[O:52])=[C:3]([F:22])[CH:4]=1. The yield is 0.260. (8) The reactants are [Cl:1][C:2]1[CH:3]=[C:4]([NH:9][C:10]2[C:19]3[C:14](=[CH:15][CH:16]=[C:17]([NH:20][CH2:21][C:22]4[N:23]([CH2:27][C:28]([OH:30])=O)[CH:24]=[CH:25][N:26]=4)[CH:18]=3)[N:13]=[CH:12][C:11]=2[C:31]#[N:32])[CH:5]=[CH:6][C:7]=1[F:8].[NH:33]1[CH2:38][CH2:37][O:36][CH2:35][CH2:34]1.F[P-](F)(F)(F)(F)F.N1(O[P+](N(C)C)(N(C)C)N(C)C)C2C=CC=CC=2N=N1.C(N(C(C)C)CC)(C)C. The catalyst is CN(C)C=O. The product is [Cl:1][C:2]1[CH:3]=[C:4]([NH:9][C:10]2[C:19]3[C:14](=[CH:15][CH:16]=[C:17]([NH:20][CH2:21][C:22]4[N:23]([CH2:27][C:28]([N:33]5[CH2:38][CH2:37][O:36][CH2:35][CH2:34]5)=[O:30])[CH:24]=[CH:25][N:26]=4)[CH:18]=3)[N:13]=[CH:12][C:11]=2[C:31]#[N:32])[CH:5]=[CH:6][C:7]=1[F:8]. The yield is 0.200. (9) The reactants are [C:1]([C:3]1[N:7]=[CH:6][N:5]([C@@H:8]2[O:20][C@H:19]([CH2:21][O:22]C(=O)C)[C@@H:14]([O:15]C(=O)C)[C@H:9]2[O:10]C(=O)C)[N:4]=1)#[N:2].[NH4+:26].[Cl-:27]. The catalyst is N. The product is [ClH:27].[C@@H:8]1([N:5]2[CH:6]=[N:7][C:3]([C:1]([NH2:2])=[NH:26])=[N:4]2)[O:20][C@H:19]([CH2:21][OH:22])[C@@H:14]([OH:15])[C@H:9]1[OH:10]. The yield is 0.950.